Dataset: Catalyst prediction with 721,799 reactions and 888 catalyst types from USPTO. Task: Predict which catalyst facilitates the given reaction. (1) Reactant: [C:1]1([CH:7]([C:30]2[CH:35]=[CH:34][CH:33]=[CH:32][CH:31]=2)[O:8][CH2:9][CH2:10][N:11]2[CH2:16][CH2:15][N:14]([C:17](=O)[CH2:18][CH2:19][C:20]3[CH:25]=[CH:24][C:23]([N+:26]([O-:28])=[O:27])=[CH:22][CH:21]=3)[CH2:13][CH2:12]2)[CH:6]=[CH:5][CH:4]=[CH:3][CH:2]=1. Product: [C:30]1([CH:7]([C:1]2[CH:2]=[CH:3][CH:4]=[CH:5][CH:6]=2)[O:8][CH2:9][CH2:10][N:11]2[CH2:16][CH2:15][N:14]([CH2:17][CH2:18][CH2:19][C:20]3[CH:21]=[CH:22][C:23]([N+:26]([O-:28])=[O:27])=[CH:24][CH:25]=3)[CH2:13][CH2:12]2)[CH:31]=[CH:32][CH:33]=[CH:34][CH:35]=1. The catalyst class is: 182. (2) Reactant: C([O:3][C:4](=O)[C:5]([NH:7][C:8]1[C:9]([N+:19]([O-])=O)=[CH:10][C:11](Br)=[C:12]2[C:17]=1[N:16]=[CH:15][CH:14]=[CH:13]2)=[O:6])C.[H][H]. Product: [NH:7]1[C:8]2[C:17]3[NH:16][CH2:15][CH2:14][CH2:13][C:12]=3[CH:11]=[CH:10][C:9]=2[NH:19][C:4](=[O:3])[C:5]1=[O:6]. The catalyst class is: 285. (3) Reactant: [CH3:1][NH:2][C@H:3]([C:13]([NH:15][C@H:16]([C:21]([N:23]([C@@H:25]([CH:32]([CH3:34])[CH3:33])/[CH:26]=C(/C(O)=O)\C)[CH3:24])=[O:22])[C:17]([CH3:20])([CH3:19])[CH3:18])=[O:14])[C:4]([CH3:12])([CH3:11])[C:5]1[CH:10]=[CH:9][CH:8]=[CH:7][CH:6]=1.[O:35]=[O+][O-].CSC. Product: [CH:26]([CH:25]([N:23]([CH3:24])[C:21]([CH:16]([NH:15][C:13](=[O:14])[CH:3]([NH:2][CH3:1])[C:4]([CH3:12])([C:5]1[CH:10]=[CH:9][CH:8]=[CH:7][CH:6]=1)[CH3:11])[C:17]([CH3:20])([CH3:19])[CH3:18])=[O:22])[CH:32]([CH3:33])[CH3:34])=[O:35]. The catalyst class is: 5. (4) Reactant: [Cl:1][C:2]1[CH:20]=[CH:19][CH:18]=[C:17]([O:21][CH2:22][C:23](=[O:25])[CH3:24])[C:3]=1[CH2:4][CH:5]1[CH2:9][CH2:8][N:7]([CH:10]2[CH2:15][CH2:14][CH2:13][CH2:12][CH2:11]2)[C:6]1=[O:16].[CH3:26][Mg]Br.C(OCC)(=O)C.[Cl-].[NH4+]. Product: [Cl:1][C:2]1[CH:20]=[CH:19][CH:18]=[C:17]([O:21][CH2:22][C:23]([OH:25])([CH3:26])[CH3:24])[C:3]=1[CH2:4][CH:5]1[CH2:9][CH2:8][N:7]([CH:10]2[CH2:11][CH2:12][CH2:13][CH2:14][CH2:15]2)[C:6]1=[O:16]. The catalyst class is: 7. (5) Reactant: CS([O:5][CH2:6][CH2:7][CH2:8][CH:9]1[CH2:14][CH2:13][N:12]([CH2:15][CH2:16][CH2:17][O:18][C:19]2[CH:24]=[CH:23][C:22]([C:25]#[N:26])=[CH:21][CH:20]=2)[CH2:11][CH2:10]1)(=O)=O.C(=O)([O-])[O-].[K+].[K+].[C:33]([C:35]1[CH:40]=[CH:39][C:38](O)=[CH:37][CH:36]=1)#[N:34].O. Product: [C:33]([C:35]1[CH:40]=[CH:39][C:38]([O:5][CH2:6][CH2:7][CH2:8][CH:9]2[CH2:14][CH2:13][N:12]([CH2:15][CH2:16][CH2:17][O:18][C:19]3[CH:24]=[CH:23][C:22]([C:25]#[N:26])=[CH:21][CH:20]=3)[CH2:11][CH2:10]2)=[CH:37][CH:36]=1)#[N:34]. The catalyst class is: 16.